Predict the product of the given reaction. From a dataset of Forward reaction prediction with 1.9M reactions from USPTO patents (1976-2016). (1) Given the reactants Cl[C:2]1[CH:11]=[N:10][C:9]2[C:4](=[CH:5][C:6]([S:12][CH3:13])=[CH:7][CH:8]=2)[N:3]=1.C(O[C:19](=[O:30])[NH:20][CH:21]1[CH2:26][CH2:25][N:24]([CH2:27][CH2:28][OH:29])[CH2:23][CH2:22]1)(C)(C)C.[O:31]=[C:32]1[NH:37][C:36]2[CH:38]=[C:39](C(O)=O)[CH:40]=[CH:41][C:35]=2[S:34][CH2:33]1, predict the reaction product. The product is: [CH3:13][S:12][C:6]1[CH:5]=[C:4]2[C:9]([N:10]=[CH:11][C:2]([O:29][CH2:28][CH2:27][N:24]3[CH2:23][CH2:22][CH:21]([NH:20][C:19]([C:39]4[CH:40]=[CH:41][C:35]5[S:34][CH2:33][C:32](=[O:31])[NH:37][C:36]=5[CH:38]=4)=[O:30])[CH2:26][CH2:25]3)=[N:3]2)=[CH:8][CH:7]=1. (2) Given the reactants [Br:1][C:2]1[CH:12]=[CH:11][C:5]2[N:6]=[C:7](SC)[S:8][C:4]=2[CH:3]=1.[Br-].[CH2:14]([Zn+])[C:15]1[CH:20]=[CH:19][CH:18]=[CH:17][CH:16]=1, predict the reaction product. The product is: [CH2:14]([C:7]1[S:8][C:4]2[CH:3]=[C:2]([Br:1])[CH:12]=[CH:11][C:5]=2[N:6]=1)[C:15]1[CH:20]=[CH:19][CH:18]=[CH:17][CH:16]=1.